The task is: Predict the product of the given reaction.. This data is from Forward reaction prediction with 1.9M reactions from USPTO patents (1976-2016). (1) Given the reactants C[O:2][C:3](=O)[C:4]1[C:9]([N:10]2[C:14](=[O:15])[N:13]([CH3:16])[N:12]=[N:11]2)=[CH:8][CH:7]=[C:6]([F:17])[C:5]=1[CH3:18].O1CCCC1.C([BH-](CC)CC)C.[Li+].Cl, predict the reaction product. The product is: [OH:2][CH2:3][C:4]1[C:5]([CH3:18])=[C:6]([F:17])[CH:7]=[CH:8][C:9]=1[N:10]1[C:14](=[O:15])[N:13]([CH3:16])[N:12]=[N:11]1. (2) Given the reactants Cl.[OH:2][C:3]1[CH:8]=[C:7]([OH:9])[C:6]([CH:10]([CH3:12])[CH3:11])=[CH:5][C:4]=1[C:13]([N:15]1[CH2:23][C:22]2[C:17](=[CH:18][CH:19]=[C:20]([N:24]3[CH2:29][CH2:28][N:27]([CH3:30])[CH2:26][CH2:25]3)[CH:21]=2)[CH2:16]1)=[O:14].[CH3:31][N:32]([CH3:36])[C:33](Cl)=[O:34], predict the reaction product. The product is: [CH3:31][N:32]([CH3:36])[C:33]([O:2][C:3]1[C:4]([C:13]([N:15]2[CH2:23][C:22]3[C:17](=[CH:18][CH:19]=[C:20]([N:24]4[CH2:25][CH2:26][N:27]([CH3:30])[CH2:28][CH2:29]4)[CH:21]=3)[CH2:16]2)=[O:14])=[CH:5][C:6]([CH:10]([CH3:11])[CH3:12])=[C:7]([O:9][C:13](=[O:14])[N:15]([CH3:23])[CH3:16])[CH:8]=1)=[O:34].